From a dataset of Catalyst prediction with 721,799 reactions and 888 catalyst types from USPTO. Predict which catalyst facilitates the given reaction. (1) Reactant: [NH2:1][CH2:2][C:3]([N:5]1[CH2:10][CH:9]=[C:8]([C:11]2[CH:12]=[C:13]([NH:17][C:18](=[O:29])[C:19]3[CH:24]=[CH:23][CH:22]=[C:21]([C:25]([F:28])([F:27])[F:26])[CH:20]=3)[CH:14]=[CH:15][CH:16]=2)[N:7]2[N:30]=[CH:31][CH:32]=[C:6]12)=[O:4].CCN(C(C)C)C(C)C.[C:42](OC(=O)C)(=[O:44])[CH3:43]. Product: [C:42]([NH:1][CH2:2][C:3]([N:5]1[CH2:10][CH:9]=[C:8]([C:11]2[CH:12]=[C:13]([NH:17][C:18](=[O:29])[C:19]3[CH:24]=[CH:23][CH:22]=[C:21]([C:25]([F:27])([F:28])[F:26])[CH:20]=3)[CH:14]=[CH:15][CH:16]=2)[N:7]2[N:30]=[CH:31][CH:32]=[C:6]12)=[O:4])(=[O:44])[CH3:43]. The catalyst class is: 3. (2) Reactant: [OH:1][CH2:2][CH2:3][C@H:4]([NH:11][C:12]1[O:13][C:14]([CH3:28])([CH3:27])[CH:15]([C:20]2[CH:25]=[CH:24][C:23]([OH:26])=[CH:22][CH:21]=2)[S:16](=[O:19])(=[O:18])[N:17]=1)[C:5]1[CH:10]=[CH:9][CH:8]=[CH:7][CH:6]=1.[CH3:29]C(C)([O-])C.[K+].CI. Product: [CH3:29][O:26][C:23]1[CH:24]=[CH:25][C:20]([CH:15]2[C:14]([CH3:28])([CH3:27])[O:13][C:12]([NH:11][C@H:4]([C:5]3[CH:10]=[CH:9][CH:8]=[CH:7][CH:6]=3)[CH2:3][CH2:2][OH:1])=[N:17][S:16]2(=[O:18])=[O:19])=[CH:21][CH:22]=1. The catalyst class is: 9. (3) Reactant: [CH2:1]([NH:3][C:4]1[C:5]([NH2:17])=[CH:6][C:7]([S:10]([C:13]([F:16])([F:15])[F:14])(=[O:12])=[O:11])=[CH:8][CH:9]=1)[CH3:2].[CH:18]([C:20]1[CH:29]=[CH:28][C:23]([C:24]([O:26][CH3:27])=[O:25])=[CH:22][CH:21]=1)=O. Product: [CH3:27][O:26][C:24](=[O:25])[C:23]1[CH:28]=[CH:29][C:20]([C:18]2[N:3]([CH2:1][CH3:2])[C:4]3[CH:9]=[CH:8][C:7]([S:10]([C:13]([F:16])([F:14])[F:15])(=[O:11])=[O:12])=[CH:6][C:5]=3[N:17]=2)=[CH:21][CH:22]=1. The catalyst class is: 709. (4) Reactant: [CH2:1]([O:8][CH2:9][C:10]1([C:22]([OH:24])=[O:23])[CH2:15][CH2:14][N:13]([C:16]2[CH:21]=[CH:20][N:19]=[CH:18][CH:17]=2)[CH2:12][CH2:11]1)[C:2]1[CH:7]=[CH:6][CH:5]=[CH:4][CH:3]=1.O[C:26]1[CH:35]=[C:34]2[C:29]([CH2:30][CH2:31][N:32]([C:36]([O:38][C:39]([CH3:42])([CH3:41])[CH3:40])=[O:37])[CH2:33]2)=[CH:28][CH:27]=1.C1CCC(N=C=NC2CCCCC2)CC1. Product: [CH2:1]([O:8][CH2:9][C:10]1([C:22]([O:24][C:26]2[CH:35]=[C:34]3[C:29]([CH2:30][CH2:31][N:32]([C:36]([O:38][C:39]([CH3:42])([CH3:41])[CH3:40])=[O:37])[CH2:33]3)=[CH:28][CH:27]=2)=[O:23])[CH2:15][CH2:14][N:13]([C:16]2[CH:21]=[CH:20][N:19]=[CH:18][CH:17]=2)[CH2:12][CH2:11]1)[C:2]1[CH:7]=[CH:6][CH:5]=[CH:4][CH:3]=1. The catalyst class is: 166.